From a dataset of Reaction yield outcomes from USPTO patents with 853,638 reactions. Predict the reaction yield, written as a fraction of the theoretical maximum amount of product (1.0 means a 100% yield; for example, 0.34 means a 34% yield). The reactants are [I:1][C:2]1[C:7]([OH:8])=[CH:6][CH:5]=[CH:4][N:3]=1.C(=O)([O-])[O-].[K+].[K+].[CH2:15](I)[CH3:16]. The catalyst is CN(C)C=O. The product is [CH2:15]([O:8][C:7]1[C:2]([I:1])=[N:3][CH:4]=[CH:5][CH:6]=1)[CH3:16]. The yield is 0.888.